This data is from Full USPTO retrosynthesis dataset with 1.9M reactions from patents (1976-2016). The task is: Predict the reactants needed to synthesize the given product. (1) Given the product [C:24]([C:18]1[N:19]=[C:15]([NH:14][C:12](=[O:13])[O:11][C:7]([CH3:10])([CH3:9])[CH3:8])[S:16][CH:17]=1)(=[O:27])[NH2:1], predict the reactants needed to synthesize it. The reactants are: [NH2:1]OS(O)(=O)=O.[C:7]([O:11][C:12]([NH:14][C:15]1[S:16][CH:17]=[C:18](S([O-])=O)[N:19]=1)=[O:13])([CH3:10])([CH3:9])[CH3:8].[Li+].[C:24]([O-:27])(=O)C.[Na+]. (2) Given the product [F:1][C:2]1[CH:8]=[CH:7][CH:6]=[C:5]2[C:3]=1[N:4]=[CH:11][CH:10]=[C:12]2[CH3:14], predict the reactants needed to synthesize it. The reactants are: [F:1][C:2]1[CH:8]=[CH:7][CH:6]=[CH:5][C:3]=1[NH2:4].Cl.[CH:10]([C:12]([CH3:14])=O)=[CH2:11]. (3) The reactants are: [C:1]([C:3]1([O:10][CH3:11])[CH2:8][CH2:7]N(C)[CH2:5][CH2:4]1)#[CH:2].[CH:12]1(N2CCC(C#C)(OC)CC2)CCCC1. Given the product [C:1]([C:3]1([O:10][CH3:11])[CH2:8][CH2:7][CH2:12][CH2:5][CH2:4]1)#[CH:2], predict the reactants needed to synthesize it. (4) Given the product [OH:4][C:5]1[CH:10]=[C:9]([OH:11])[CH:8]=[CH:7][C:6]=1[C:15]1[CH2:24][CH2:23][C:18](=[O:19])[CH2:17][CH:16]=1, predict the reactants needed to synthesize it. The reactants are: COC[O:4][C:5]1[CH:10]=[C:9]([O:11]COC)[CH:8]=[CH:7][C:6]=1[C:15]1[CH2:24][CH2:23][C:18]2(OCC[O:19]2)[CH2:17][CH:16]=1.Cl.C(=O)(O)[O-].[Na+]. (5) The reactants are: [CH:1]([C:3]1[CH:12]=[CH:11][C:10]2[C:5](=[CH:6][CH:7]=[CH:8][CH:9]=2)[CH:4]=1)=[CH2:2].[CH:1]([C:3]1[CH:12]=[CH:11][C:10]2[C:5](=[CH:6][CH:7]=[CH:8][CH:9]=2)[CH:4]=1)=[CH2:2].CC(N=NC(C#N)(C)C)(C#N)C. Given the product [CH2:2]=[CH:1][C:3]1[CH:12]=[CH:11][C:10]2[C:5](=[CH:6][CH:7]=[CH:8][CH:9]=2)[CH:4]=1, predict the reactants needed to synthesize it. (6) Given the product [N:34]1[NH:35][N:36]=[N:2][C:1]=1[C:3]1[CH:4]=[C:5]([CH:9]2[CH2:14][CH2:13][CH2:12][CH2:11][N:10]2[CH2:15][C:16]2[C:24]([CH3:25])=[CH:23][C:22]([CH3:26])=[C:21]3[C:17]=2[CH:18]=[CH:19][NH:20]3)[CH:6]=[CH:7][CH:8]=1, predict the reactants needed to synthesize it. The reactants are: [C:1]([C:3]1[CH:4]=[C:5]([CH:9]2[CH2:14][CH2:13][CH2:12][CH2:11][N:10]2[CH2:15][C:16]2[C:24]([CH3:25])=[CH:23][C:22]([CH3:26])=[C:21]3[C:17]=2[CH:18]=[CH:19][N:20]3C(OC(C)(C)C)=O)[CH:6]=[CH:7][CH:8]=1)#[N:2].[N-:34]=[N+:35]=[N-:36].[Na+]. (7) Given the product [Cl:21][C:18]1[CH:17]=[CH:16][C:15]([CH2:14][N:13]([S:29]([C:26]2[CH:27]=[CH:28][N:24]([CH3:23])[N:25]=2)(=[O:31])=[O:30])[C:9]2[CH:8]=[C:7]([CH:12]=[CH:11][CH:10]=2)[C:6]([NH:33][CH2:34][CH2:35][OH:39])=[O:22])=[CH:20][CH:19]=1, predict the reactants needed to synthesize it. The reactants are: C(O[C:6](=[O:22])[C:7]1[CH:12]=[CH:11][CH:10]=[C:9]([NH:13][CH2:14][C:15]2[CH:20]=[CH:19][C:18]([Cl:21])=[CH:17][CH:16]=2)[CH:8]=1)(C)(C)C.[CH3:23][N:24]1[CH:28]=[CH:27][C:26]([S:29](Cl)(=[O:31])=[O:30])=[N:25]1.[N:33]1C=CC=[CH:35][CH:34]=1.[OH2:39]. (8) Given the product [F:52][C:51]1[C:46]([NH:45][CH:40]([C:41]([CH3:44])([CH3:43])[CH3:42])[CH2:39][S@@:37]([CH2:36][C:35]([O:34][C:30]([CH3:32])([CH3:31])[CH3:33])=[O:54])=[O:38])=[N:47][C:48]([C:10]2[C:4]3[C:5](=[N:6][CH:7]=[C:2]([F:1])[CH:3]=3)[N:8]([S:20]([C:23]3[CH:28]=[CH:27][C:26]([CH3:29])=[CH:25][CH:24]=3)(=[O:21])=[O:22])[CH:9]=2)=[N:49][CH:50]=1, predict the reactants needed to synthesize it. The reactants are: [F:1][C:2]1[CH:3]=[C:4]2[C:10](B3OC(C)(C)C(C)(C)O3)=[CH:9][N:8]([S:20]([C:23]3[CH:28]=[CH:27][C:26]([CH3:29])=[CH:25][CH:24]=3)(=[O:22])=[O:21])[C:5]2=[N:6][CH:7]=1.[C:30]([O:34][C:35](=[O:54])[CH2:36][S@:37]([CH2:39][CH:40]([NH:45][C:46]1[C:51]([F:52])=[CH:50][N:49]=[C:48](Cl)[N:47]=1)[C:41]([CH3:44])([CH3:43])[CH3:42])=[O:38])([CH3:33])([CH3:32])[CH3:31].[O-]P([O-])([O-])=O.[K+].[K+].[K+].CC(C1C=C(C(C)C)C(C2C=CC=CC=2P(C2CCCCC2)C2CCCCC2)=C(C(C)C)C=1)C. (9) Given the product [ClH:28].[N:8]1([CH2:6][C:23]([O:25][CH2:26][CH3:27])=[O:24])[CH2:9][CH2:10][NH:11][CH2:12][CH2:13]1, predict the reactants needed to synthesize it. The reactants are: C(O[C:6]([N:8]1[CH2:13][CH2:12][NH:11][CH2:10][CH2:9]1)=O)(C)(C)C.C(N(CC)CC)C.BrC[C:23]([O:25][CH2:26][CH3:27])=[O:24].[ClH:28].C(O)C.